This data is from Reaction yield outcomes from USPTO patents with 853,638 reactions. The task is: Predict the reaction yield, written as a fraction of the theoretical maximum amount of product (1.0 means a 100% yield; for example, 0.34 means a 34% yield). (1) The reactants are [Br:1][C:2]1[CH:7]=[CH:6][C:5]([CH:8]([CH2:14][CH3:15])[C:9]([O:11]CC)=[O:10])=[CH:4][CH:3]=1.[Li+].[OH-].O.Cl. The catalyst is C1COCC1. The product is [Br:1][C:2]1[CH:3]=[CH:4][C:5]([CH:8]([CH2:14][CH3:15])[C:9]([OH:11])=[O:10])=[CH:6][CH:7]=1. The yield is 0.730. (2) The reactants are [OH:1][C:2]1([C:14]2[CH:19]=[CH:18][C:17]([OH:20])=[CH:16][CH:15]=2)[CH2:6][CH2:5][CH2:4][CH:3]1[NH:7][S:8]([CH:11]([CH3:13])[CH3:12])(=[O:10])=[O:9].Br[CH2:22][C:23]#[N:24].C(=O)([O-])[O-].[K+].[K+]. The catalyst is CC(C)=O. The product is [OH:1][C:2]1([C:14]2[CH:19]=[CH:18][C:17]([O:20][CH2:22][C:23]#[N:24])=[CH:16][CH:15]=2)[CH2:6][CH2:5][CH2:4][CH:3]1[NH:7][S:8]([CH:11]([CH3:13])[CH3:12])(=[O:10])=[O:9]. The yield is 0.540. (3) The reactants are [NH:1]([C:8]1[N:9]([C:25]2[CH:30]=[CH:29][CH:28]=[CH:27][CH:26]=2)[C:10]2[C:15]([C:16](=[O:18])[CH:17]=1)=[C:14]([S:19][CH2:20][C:21]([OH:23])=O)[N:13]=[C:12]([CH3:24])[CH:11]=2)[C:2]1[CH:7]=[CH:6][CH:5]=[CH:4][CH:3]=1.CCN=C=N[CH2:36][CH2:37][CH2:38][N:39](C)C.C1C=CC2N(O)N=NC=2C=1.C1(N)CC1. The catalyst is C(Cl)Cl. The product is [NH:1]([C:8]1[N:9]([C:25]2[CH:26]=[CH:27][CH:28]=[CH:29][CH:30]=2)[C:10]2[C:15]([C:16](=[O:18])[CH:17]=1)=[C:14]([S:19][CH2:20][C:21]([NH:39][CH:38]1[CH2:36][CH2:37]1)=[O:23])[N:13]=[C:12]([CH3:24])[CH:11]=2)[C:2]1[CH:7]=[CH:6][CH:5]=[CH:4][CH:3]=1. The yield is 0.590. (4) No catalyst specified. The product is [CH3:1][C:2]1[N:3]=[C:4]([N:12]2[CH2:16][CH2:15][N:14]([CH2:17][CH2:18][CH2:19][CH2:20][CH3:21])[C:13]2=[O:23])[S:5][C:6]=1[C:7]([OH:9])=[O:8]. The yield is 0.650. The reactants are [CH3:1][C:2]1[N:3]=[C:4]([N:12]2[CH2:16][CH2:15][N:14]([C:17]3C=[CH:21][CH:20]=[CH:19][CH:18]=3)[C:13]2=[O:23])[S:5][C:6]=1[C:7]([O:9]CC)=[O:8].CC1N=C(N2CCN(CCCCC)C2=O)SC=1C(OCC)=O. (5) The reactants are [CH:1]([C:3]1[CH:8]=[C:7](Br)[CH:6]=[C:5]([CH:10]=[O:11])[C:4]=1[OH:12])=[O:2].[CH2:13]=[CH:14][CH2:15][CH2:16][CH2:17][CH2:18][CH2:19][CH2:20][CH2:21][CH2:22][CH2:23][CH3:24].C([O-])(O)=O.[Na+].[Li+].[Cl-]. The catalyst is [Br-].C([N+](CCCC)(CCCC)CCCC)CCC.C([O-])(=O)C.C([O-])(=O)C.[Pd+2]. The product is [CH:1]([C:3]1[CH:8]=[C:7]([CH:13]=[CH:14][CH2:15][CH2:16][CH2:17][CH2:18][CH2:19][CH2:20][CH2:21][CH2:22][CH2:23][CH3:24])[CH:6]=[C:5]([CH:10]=[O:11])[C:4]=1[OH:12])=[O:2]. The yield is 0.510. (6) The reactants are C1(P(C2C=CC=CC=2)C2C=CC=CC=2)C=CC=CC=1.II.C(N(CC)CC)C.[Si:29]([O:36][C@@H:37]([CH3:64])[C@@H:38]([NH:53][C:54]1[CH:59]=[CH:58][C:57]([C:60]#[N:61])=[C:56]([Cl:62])[C:55]=1[CH3:63])[C:39]([NH:41][NH:42][C:43](=O)[C:44]1[CH:49]=[CH:48][C:47]([C:50]#[N:51])=[CH:46][CH:45]=1)=[O:40])([C:32]([CH3:35])([CH3:34])[CH3:33])([CH3:31])[CH3:30]. The catalyst is C(Cl)Cl.CCOC(C)=O. The product is [Si:29]([O:36][C@@H:37]([CH3:64])[C@@H:38]([NH:53][C:54]1[CH:59]=[CH:58][C:57]([C:60]#[N:61])=[C:56]([Cl:62])[C:55]=1[CH3:63])[C:39]1[O:40][C:43]([C:44]2[CH:45]=[CH:46][C:47]([C:50]#[N:51])=[CH:48][CH:49]=2)=[N:42][N:41]=1)([C:32]([CH3:33])([CH3:35])[CH3:34])([CH3:30])[CH3:31]. The yield is 0.840.